This data is from Forward reaction prediction with 1.9M reactions from USPTO patents (1976-2016). The task is: Predict the product of the given reaction. (1) Given the reactants [C:1]([O:5][C@@H:6]([C:12]1[C:13]([CH3:34])=[N:14][C:15]([CH3:33])=[C:16]([C:26]2[CH:31]=[CH:30][C:29](O)=[CH:28][CH:27]=2)[C:17]=1[N:18]1[CH2:23][CH2:22][C:21]([CH3:25])([CH3:24])[CH2:20][CH2:19]1)[C:7]([O:9]CC)=[O:8])([CH3:4])([CH3:3])[CH3:2].[F:35][C:36]1[CH:41]=[C:40]([F:42])[CH:39]=[CH:38][C:37]=1[CH2:43][CH2:44][OH:45].C1C=CC(P(C2C=CC=CC=2)C2C=CC=CC=2)=CC=1.CCOC(/N=N/C(OCC)=O)=O.[OH-].[Na+], predict the reaction product. The product is: [C:1]([O:5][C@@H:6]([C:12]1[C:13]([CH3:34])=[N:14][C:15]([CH3:33])=[C:16]([C:26]2[CH:27]=[CH:28][C:29]([O:45][CH2:44][CH2:43][C:37]3[CH:38]=[CH:39][C:40]([F:42])=[CH:41][C:36]=3[F:35])=[CH:30][CH:31]=2)[C:17]=1[N:18]1[CH2:19][CH2:20][C:21]([CH3:25])([CH3:24])[CH2:22][CH2:23]1)[C:7]([OH:9])=[O:8])([CH3:4])([CH3:2])[CH3:3]. (2) Given the reactants [Br:1][C:2]1[N:7]=[C:6]2[C:8]([C:11]([OH:13])=O)=[CH:9][NH:10][C:5]2=[N:4][CH:3]=1.[Si:14]([O:21][CH2:22][C:23]([CH3:26])([NH2:25])[CH3:24])([C:17]([CH3:20])([CH3:19])[CH3:18])([CH3:16])[CH3:15].[CH3:27]CN=C=NCCCN(C)C.C1C=CC2N(O)N=NC=2C=1.CCN(C(C)C)C(C)C, predict the reaction product. The product is: [Br:1][C:2]1[N:7]=[C:6]2[C:8]([C:11](=[O:13])[CH2:27][NH:25][C:23]([CH3:26])([CH3:24])[CH2:22][O:21][Si:14]([C:17]([CH3:20])([CH3:19])[CH3:18])([CH3:16])[CH3:15])=[CH:9][NH:10][C:5]2=[N:4][CH:3]=1. (3) Given the reactants [F:1][C:2]1[CH:9]=[CH:8][C:5]([CH:6]=[O:7])=[CH:4][C:3]=1[O:10][CH3:11].[BH4-].[Na+], predict the reaction product. The product is: [F:1][C:2]1[CH:9]=[CH:8][C:5]([CH2:6][OH:7])=[CH:4][C:3]=1[O:10][CH3:11]. (4) Given the reactants CN1CCCC1=O.C(N(CC)CC)C.[C:15]([O:19][CH2:20][CH2:21][CH2:22][CH3:23])(=[O:18])[CH:16]=[CH2:17].Br[C:25]1[CH:30]=[CH:29][C:28]([F:31])=[C:27]([F:32])[CH:26]=1, predict the reaction product. The product is: [F:31][C:28]1[CH:29]=[C:30]([CH:25]=[CH:26][C:27]=1[F:32])[CH:17]=[CH:16][C:15]([O:19][CH2:20][CH2:21][CH2:22][CH3:23])=[O:18]. (5) Given the reactants Cl.CC1(C)[O:7][C@@H:6]2[CH2:8][CH2:9][C@@H:10]([C:11]3[N:15]4[CH:16]=[CH:17][N:18]=[C:19]([NH2:20])[C:14]4=[N:13][CH:12]=3)[C@@H:5]2[O:4]1, predict the reaction product. The product is: [NH2:20][C:19]1[C:14]2[N:15]([C:11]([C@@H:10]3[CH2:9][CH2:8][C@@H:6]([OH:7])[C@H:5]3[OH:4])=[CH:12][N:13]=2)[CH:16]=[CH:17][N:18]=1. (6) Given the reactants N1C=CC=CC=1N1C2=NC=CC=C2C(C(O)=O)=C1.[ClH:19].[N:20]1[CH:25]=[CH:24][CH:23]=[CH:22][C:21]=1[N:26]1[C:30]2=[N:31][CH:32]=[CH:33][CH:34]=[C:29]2[C:28]([C:35]([NH:37][C:38]([NH2:40])=[NH:39])=[O:36])=[CH:27]1.Cl.CN(C)CCCN=C=NCC.ON1C2C=CC=CC=2N=N1.NC(N)=N, predict the reaction product. The product is: [ClH:19].[N:20]1[CH:25]=[CH:24][CH:23]=[CH:22][C:21]=1[N:26]1[C:30]2=[N:31][CH:32]=[CH:33][CH:34]=[C:29]2[C:28]([C:35]([NH:37][C:38]([NH2:40])=[NH:39])=[O:36])=[CH:27]1. (7) Given the reactants [H-].[Na+].[C:3]([O:7][C:8]([N:10]1[CH2:14][C@H:13]([OH:15])[CH2:12][C@H:11]1[C:16]([OH:18])=[O:17])=[O:9])([CH3:6])([CH3:5])[CH3:4].[CH2:19](I)[CH3:20], predict the reaction product. The product is: [C:3]([O:7][C:8]([N:10]1[CH2:14][C@H:13]([O:15][CH2:19][CH3:20])[CH2:12][C@H:11]1[C:16]([OH:18])=[O:17])=[O:9])([CH3:6])([CH3:4])[CH3:5]. (8) Given the reactants [Br:1][C:2]1[CH:9]=[CH:8][C:5]([CH2:6][OH:7])=[CH:4][CH:3]=1.C1CCN2C(=NCCC2)CC1.[CH:21]([Si:24](Cl)([CH:28]([CH3:30])[CH3:29])[CH:25]([CH3:27])[CH3:26])([CH3:23])[CH3:22], predict the reaction product. The product is: [Br:1][C:2]1[CH:9]=[CH:8][C:5]([CH2:6][O:7][Si:24]([CH:28]([CH3:30])[CH3:29])([CH:25]([CH3:27])[CH3:26])[CH:21]([CH3:23])[CH3:22])=[CH:4][CH:3]=1.